From a dataset of Forward reaction prediction with 1.9M reactions from USPTO patents (1976-2016). Predict the product of the given reaction. (1) Given the reactants [F:1][C:2]1[CH:3]=[C:4]([CH:13]([NH:18][C:19]([C:21]2[CH:22]=[N:23][N:24]3[CH:29]=[C:28]([CH3:30])[CH:27]=[N:26][C:25]=23)=[O:20])[C:14]([OH:17])([CH3:16])[CH3:15])[CH:5]=[CH:6][C:7]=1[O:8][C:9]([F:12])([F:11])[F:10], predict the reaction product. The product is: [F:1][C:2]1[CH:3]=[C:4]([C@@H:13]([NH:18][C:19]([C:21]2[CH:22]=[N:23][N:24]3[CH:29]=[C:28]([CH3:30])[CH:27]=[N:26][C:25]=23)=[O:20])[C:14]([OH:17])([CH3:15])[CH3:16])[CH:5]=[CH:6][C:7]=1[O:8][C:9]([F:11])([F:10])[F:12]. (2) Given the reactants [Cl:1][C:2]1[C:9]([OH:10])=[CH:8][CH:7]=[C:6]([Cl:11])[C:3]=1[CH:4]=[O:5].C(=O)([O-])[O-].[Cs+].[Cs+].[F:18][C:19]([F:30])([F:29])[CH2:20]OS(C(F)(F)F)(=O)=O.O, predict the reaction product. The product is: [Cl:1][C:2]1[C:9]([O:10][CH2:20][C:19]([F:30])([F:29])[F:18])=[CH:8][CH:7]=[C:6]([Cl:11])[C:3]=1[CH:4]=[O:5].